Dataset: Choline transporter screen with 302,306 compounds. Task: Binary Classification. Given a drug SMILES string, predict its activity (active/inactive) in a high-throughput screening assay against a specified biological target. (1) The drug is S(C=1NC(=O)C(C(c2ccc(cc2)C)C1C#N)C(OC)=O)CC(OCC)=O. The result is 0 (inactive). (2) The result is 0 (inactive). The drug is FC(F)(F)c1c(NC(=O)CN(CC(=O)Nc2c(OC)cccc2)CC)cccc1. (3) The compound is o1c2c(cc(c3nn(cc3C=O)c3ccccc3)c1=O)cc(O)cc2. The result is 0 (inactive). (4) The drug is Clc1c(ccc(NC(=O)CSc2n(c3ncccc3)cnn2)c1)C. The result is 0 (inactive). (5) The molecule is O(c1cc(C(=O)Nc2cc(NC(=O)c3occc3)ccc2)ccc1)CC. The result is 0 (inactive). (6) The result is 0 (inactive). The drug is S(c1ncccc1C(OCC(=O)Nc1cc2OCOc2cc1)=O)C. (7) The molecule is [O-][N+](=O)c1ccc(NCc2ccncc2)cc1. The result is 0 (inactive). (8) The drug is S(=O)(=O)(N1CCOCC1)c1cc(C(=O)NCCC=2CCCCC2)ccc1F. The result is 0 (inactive). (9) The drug is Clc1c(scc1)C(=O)/C=C(\N(C)C)C. The result is 0 (inactive).